From a dataset of Forward reaction prediction with 1.9M reactions from USPTO patents (1976-2016). Predict the product of the given reaction. Given the reactants Br[C:2]1[CH:3]=[C:4]([C:9]2[N:10]=[CH:11][C:12]3[C:17]([CH:18]=2)=[C:16]([Cl:19])[CH:15]=[CH:14][C:13]=3[F:20])[C:5]([NH2:8])=[N:6][CH:7]=1.[B:21]1([B:21]2[O:25][C:24]([CH3:27])([CH3:26])[C:23]([CH3:29])([CH3:28])[O:22]2)[O:25][C:24]([CH3:27])([CH3:26])[C:23]([CH3:29])([CH3:28])[O:22]1.C1(P(C2CCCCC2)C2CCCCC2)CCCCC1.CC([O-])=O.[K+], predict the reaction product. The product is: [Cl:19][C:16]1[CH:15]=[CH:14][C:13]([F:20])=[C:12]2[C:17]=1[CH:18]=[C:9]([C:4]1[C:5]([NH2:8])=[N:6][CH:7]=[C:2]([B:21]3[O:25][C:24]([CH3:27])([CH3:26])[C:23]([CH3:29])([CH3:28])[O:22]3)[CH:3]=1)[N:10]=[CH:11]2.